From a dataset of Reaction yield outcomes from USPTO patents with 853,638 reactions. Predict the reaction yield, written as a fraction of the theoretical maximum amount of product (1.0 means a 100% yield; for example, 0.34 means a 34% yield). (1) The reactants are [Cl:1][C:2]1[CH:7]=[C:6]([Cl:8])[C:5]([C:9](OCC)=[O:10])=[CH:4][N:3]=1.[H-].C([Al+]CC(C)C)C(C)C. The catalyst is C(Cl)Cl. The product is [Cl:8][C:6]1[C:5]([CH:9]=[O:10])=[CH:4][N:3]=[C:2]([Cl:1])[CH:7]=1. The yield is 0.940. (2) The product is [Cl:1][C:2]1[CH:3]=[CH:4][C:5]([CH2:6][CH2:7][NH:8][C:9]([C:11]2[CH:29]=[CH:28][C:14]([O:15][C:16]3[CH:21]=[CH:20][C:19]([CH2:22][C:23]([O:25][CH3:26])=[O:24])=[CH:18][C:17]=3[F:27])=[CH:13][CH:12]=2)=[O:10])=[CH:31][CH:32]=1. The yield is 0.390. The catalyst is CN(C=O)C.C(OCC)(=O)C. The reactants are [Cl:1][C:2]1[CH:32]=[CH:31][C:5]([CH2:6][CH2:7][NH:8][C:9]([C:11]2[CH:29]=[CH:28][C:14]([O:15][C:16]3[CH:21]=[CH:20][C:19]([CH2:22][C:23]([O:25][CH3:26])=[O:24])=[CH:18][C:17]=3[F:27])=[C:13](N)[CH:12]=2)=[O:10])=[CH:4][CH:3]=1. (3) The reactants are [F:1][C:2]1[CH:10]=[CH:9][CH:8]=[C:7]2[C:3]=1[C:4]([C:32]([NH:34][C@H:35]1[CH2:40][CH2:39][CH2:38][CH2:37][C@@H:36]1[OH:41])=[O:33])=[CH:5][N:6]2[CH2:11][C:12]1[CH:17]=[CH:16][C:15]([C:18]2[N:22](CC3C=CC(OC)=CC=3)[N:21]=[CH:20][CH:19]=2)=[CH:14][CH:13]=1.C(O)(=O)C. The yield is 0.160. The product is [NH:22]1[C:18]([C:15]2[CH:16]=[CH:17][C:12]([CH2:11][N:6]3[C:7]4[C:3](=[C:2]([F:1])[CH:10]=[CH:9][CH:8]=4)[C:4]([C:32]([NH:34][C@H:35]4[CH2:40][CH2:39][CH2:38][CH2:37][C@@H:36]4[OH:41])=[O:33])=[CH:5]3)=[CH:13][CH:14]=2)=[CH:19][CH:20]=[N:21]1. The catalyst is [Pd].CCO. (4) The reactants are O[CH2:2][N:3]([CH2:9][CH:10]1[CH2:15][CH2:14][CH:13]=[CH:12][CH2:11]1)[C:4](=[O:8])[O:5][CH2:6][CH3:7].B(F)(F)F.CCOCC. The product is [CH:10]12[CH2:15][CH:14]([CH:13]=[CH:12][CH2:11]1)[CH2:2][N:3]([C:4]([O:5][CH2:6][CH3:7])=[O:8])[CH2:9]2. The catalyst is ClCCl. The yield is 0.740. (5) The reactants are C(OC[C@@](NC(=O)C)(C)CCC1N(C)C(I)=CC=1)(=O)C.C1(CCC#C)C=CC=CC=1.C([O:34][CH2:35][C@@:36]([NH:57]C(=O)C)([CH3:56])[CH2:37][CH2:38][C:39]1[N:40]([CH3:55])[C:41]([CH2:44][CH2:45][CH2:46][CH2:47][CH2:48][C:49]2[CH:54]=[CH:53][CH:52]=[CH:51]C=2)=[CH:42][CH:43]=1)(=O)C.N[C@](C)(CCC1N(C)C(CCCCCC2C=CC=CC=2)=CC=1)CO. No catalyst specified. The product is [NH2:57][C@:36]([CH3:56])([CH2:37][CH2:38][C:39]1[N:40]([CH3:55])[C:41]([CH2:44][CH2:45][CH2:46][CH2:47][C:48]2[CH:49]=[CH:54][CH:53]=[CH:52][CH:51]=2)=[CH:42][CH:43]=1)[CH2:35][OH:34]. The yield is 0.280. (6) The reactants are [N+](C1C=C([N+]([O-])=O)C=CC=1[O-])([O-])=O.[NH2:14][N+:15]1[CH:20]=[CH:19][C:18]2[O:21][CH2:22][CH2:23][C:17]=2[CH:16]=1.C(=O)([O-])[O-].[K+].[K+].[C:30]([O:36][CH2:37][CH3:38])(=[O:35])[C:31]#[C:32][CH2:33][CH3:34]. The catalyst is CN(C)C=O.O. The product is [CH2:33]([C:32]1[C:31]([C:30]([O:36][CH2:37][CH3:38])=[O:35])=[C:16]2[C:17]3[CH2:23][CH2:22][O:21][C:18]=3[CH:19]=[CH:20][N:15]2[N:14]=1)[CH3:34]. The yield is 0.120.